Dataset: Reaction yield outcomes from USPTO patents with 853,638 reactions. Task: Predict the reaction yield, written as a fraction of the theoretical maximum amount of product (1.0 means a 100% yield; for example, 0.34 means a 34% yield). (1) The reactants are Cl[CH2:2][CH2:3][C:4]([C:6]1[CH:11]=[C:10]([Cl:12])[C:9]([OH:13])=[CH:8][C:7]=1[OH:14])=[O:5].OS(O)(=O)=O. The catalyst is [OH-].[Na+]. The product is [Cl:12][C:10]1[CH:11]=[C:6]2[C:7](=[CH:8][C:9]=1[OH:13])[O:14][CH2:2][CH2:3][C:4]2=[O:5]. The yield is 0.730. (2) The reactants are C([N-]C(C)C)(C)C.[Li+].[Cl:9][C:10]1[C:15]([F:16])=[C:14](I)[CH:13]=[CH:12][N:11]=1.[CH3:18][I:19]. The catalyst is O1CCCC1. The product is [Cl:9][C:10]1[C:15]([F:16])=[C:14]([CH3:13])[C:18]([I:19])=[CH:12][N:11]=1. The yield is 0.570. (3) The reactants are [NH2:1][C:2]1[C:7]([F:8])=[C:6]([C:9]2[CH:14]=[CH:13][C:12]([C:15]#[N:16])=[CH:11][C:10]=2[F:17])[N:5]=[C:4]([C:18]([O:20]C)=[O:19])[C:3]=1[Cl:22].O.[OH-].[Li+].CO.O. The catalyst is O1CCCC1. The product is [NH2:1][C:2]1[C:7]([F:8])=[C:6]([C:9]2[CH:14]=[CH:13][C:12]([C:15]#[N:16])=[CH:11][C:10]=2[F:17])[N:5]=[C:4]([C:18]([OH:20])=[O:19])[C:3]=1[Cl:22]. The yield is 0.200. (4) The reactants are [CH3:1][N:2]1[C:6]([CH3:7])=[CH:5][C:4]([C:8]([OH:10])=O)=[C:3]1[CH3:11].CN(C)C=O.C(Cl)(=O)C(Cl)=O.[NH2:23][C:24]1[CH:25]=[C:26]([CH:43]=[CH:44][C:45]=1[CH3:46])[O:27][C:28]1[CH:29]=[CH:30][C:31]2[N:32]([CH:34]=[C:35]([NH:37][C:38]([CH:40]3[CH2:42][CH2:41]3)=[O:39])[N:36]=2)[N:33]=1.C(N(CC)CC)C. The catalyst is O1CCCC1.CN(C)C(=O)C.O. The product is [CH:40]1([C:38]([NH:37][C:35]2[N:36]=[C:31]3[CH:30]=[CH:29][C:28]([O:27][C:26]4[CH:43]=[CH:44][C:45]([CH3:46])=[C:24]([NH:23][C:8]([C:4]5[CH:5]=[C:6]([CH3:7])[N:2]([CH3:1])[C:3]=5[CH3:11])=[O:10])[CH:25]=4)=[N:33][N:32]3[CH:34]=2)=[O:39])[CH2:41][CH2:42]1. The yield is 0.240. (5) The reactants are [F:1][C:2]1[CH:7]=[CH:6][CH:5]=[C:4]([F:8])[C:3]=1[C:9]1[N:14]=[C:13]([C:15]([NH:17][C:18]2[CH:19]=[N:20][CH:21]=[CH:22][C:23]=2[C@H:24]2[CH2:29][C@@H:28]([NH:30]C(=O)OC(C)(C)C)[C@@H:27]([S:38]([CH3:41])(=[O:40])=[O:39])[C@@H:26]([CH3:42])[CH2:25]2)=[O:16])[CH:12]=[CH:11][C:10]=1[F:43].C(O)(C(F)(F)F)=O. The catalyst is C(Cl)Cl. The product is [NH2:30][C@H:28]1[C@@H:27]([S:38]([CH3:41])(=[O:40])=[O:39])[C@@H:26]([CH3:42])[CH2:25][C@@H:24]([C:23]2[CH:22]=[CH:21][N:20]=[CH:19][C:18]=2[NH:17][C:15](=[O:16])[C:13]2[CH:12]=[CH:11][C:10]([F:43])=[C:9]([C:3]3[C:2]([F:1])=[CH:7][CH:6]=[CH:5][C:4]=3[F:8])[N:14]=2)[CH2:29]1. The yield is 0.730. (6) The reactants are Cl[C:2]1[CH:7]=[CH:6][N:5]2[N:8]=[C:9]([C:14]3[CH:19]=[CH:18][C:17]([O:20][CH3:21])=[CH:16][CH:15]=3)[C:10]([C:11](=[O:13])[CH3:12])=[C:4]2[CH:3]=1.C1(P(C2C=CC=CC=2)C2C=CC3C(=CC=CC=3)C=2C2C3C(=CC=CC=3)C=CC=2P(C2C=CC=CC=2)C2C=CC=CC=2)C=CC=CC=1.C(=O)([O-])[O-].[Cs+].[Cs+].[CH:74]1([NH2:79])[CH2:78][CH2:77][CH2:76][CH2:75]1. The catalyst is C1(C)C=CC=CC=1.C([O-])(=O)C.[Pd+2].C([O-])(=O)C.O.C(OCC)C. The product is [CH:74]1([NH:79][C:2]2[CH:7]=[CH:6][N:5]3[N:8]=[C:9]([C:14]4[CH:19]=[CH:18][C:17]([O:20][CH3:21])=[CH:16][CH:15]=4)[C:10]([C:11](=[O:13])[CH3:12])=[C:4]3[CH:3]=2)[CH2:78][CH2:77][CH2:76][CH2:75]1. The yield is 0.560.